The task is: Predict the product of the given reaction.. This data is from Forward reaction prediction with 1.9M reactions from USPTO patents (1976-2016). (1) Given the reactants C(OC(=O)[NH:7][C:8]1[CH:13]=[CH:12][C:11]([C:14]2C=C[C:17]([F:20])=[CH:16][C:15]=2F)=[CH:10][C:9]=1[NH:22][C:23](=[O:35])[CH2:24][C:25]([C:27]1[CH:32]=[CH:31][CH:30]=[C:29]([C:33]#[N:34])[CH:28]=1)=O)(C)(C)C.[C:37](O)([C:39]([F:42])(F)F)=O, predict the reaction product. The product is: [F:42][C:39]1[CH:37]=[C:17]([F:20])[CH:16]=[CH:15][C:14]=1[C:11]1[CH:12]=[CH:13][C:8]2[N:7]=[C:25]([C:27]3[CH:28]=[C:29]([CH:30]=[CH:31][CH:32]=3)[C:33]#[N:34])[CH2:24][C:23](=[O:35])[NH:22][C:9]=2[CH:10]=1. (2) Given the reactants N(C1C2CCCCC=2C=CC=1)C(C)=O.C(NC1C=CC=CC=1)(=O)C.[NH:25]([C:29]1[C:38]2[CH2:37][CH2:36][CH2:35][CH2:34][C:33]=2[C:32]([N+:39]([O-:41])=[O:40])=[CH:31][CH:30]=1)C(C)=O, predict the reaction product. The product is: [NH2:25][C:29]1[C:38]2[CH2:37][CH2:36][CH2:35][CH2:34][C:33]=2[C:32]([N+:39]([O-:41])=[O:40])=[CH:31][CH:30]=1. (3) The product is: [Cl:32][C:8]1[N:4]2[CH:5]=[CH:6][CH:7]=[C:2]([CH3:1])[C:3]2=[N:10][C:9]=1[CH2:11][C@@H:12]1[CH2:17][CH2:16][CH2:15][CH2:14][N:13]1[C:18]([O:20][C:21]([CH3:24])([CH3:23])[CH3:22])=[O:19]. Given the reactants [CH3:1][C:2]1[C:3]2[N:4]([CH:8]=[C:9]([CH2:11][C@@H:12]3[CH2:17][CH2:16][CH2:15][CH2:14][N:13]3[C:18]([O:20][C:21]([CH3:24])([CH3:23])[CH3:22])=[O:19])[N:10]=2)[CH:5]=[CH:6][CH:7]=1.C1C(=O)N([Cl:32])C(=O)C1, predict the reaction product.